Task: Predict the product of the given reaction.. Dataset: Forward reaction prediction with 1.9M reactions from USPTO patents (1976-2016) (1) Given the reactants [CH3:1][O:2][CH2:3][C:4]1[CH:5]=[C:6](O)[C:7]2[C:8]([N:23]=1)=[N:9][C:10]([C:13]1[C:18]([C:19]([F:22])([F:21])[F:20])=[CH:17][CH:16]=[CH:15][N:14]=1)=[CH:11][N:12]=2.O=P(Cl)(Cl)[Cl:27].N1C(C)=CC=CC=1C, predict the reaction product. The product is: [Cl:27][C:6]1[C:7]2[C:8](=[N:9][C:10]([C:13]3[C:18]([C:19]([F:22])([F:21])[F:20])=[CH:17][CH:16]=[CH:15][N:14]=3)=[CH:11][N:12]=2)[N:23]=[C:4]([CH2:3][O:2][CH3:1])[CH:5]=1. (2) Given the reactants [C:1]([C:4]1[S:5][C:6]([Br:9])=[CH:7][CH:8]=1)(=[O:3])[CH3:2].[N+:10]([C:13]1[CH:20]=[CH:19][C:16]([CH:17]=O)=[CH:15][CH:14]=1)([O-:12])=[O:11].[OH-].[K+], predict the reaction product. The product is: [Br:9][C:6]1[S:5][C:4]([C:1](=[O:3])[CH:2]=[CH:17][C:16]2[CH:19]=[CH:20][C:13]([N+:10]([O-:12])=[O:11])=[CH:14][CH:15]=2)=[CH:8][CH:7]=1.